This data is from Forward reaction prediction with 1.9M reactions from USPTO patents (1976-2016). The task is: Predict the product of the given reaction. Given the reactants [NH2:1][C:2]1[N:7]=[CH:6][N:5]=[C:4]2[N:8]([CH2:24][C:25]([CH3:34])([CH3:33])[CH2:26][NH:27][C:28](=[O:32])[CH2:29][C:30]#[N:31])[N:9]=[C:10]([C:11]3[CH:16]=[CH:15][C:14]([O:17][C:18]4[CH:23]=[CH:22][CH:21]=[CH:20][CH:19]=4)=[CH:13][CH:12]=3)[C:3]=12.[CH:35]1([CH:38]=O)[CH2:37][CH2:36]1.N1CCCCC1, predict the reaction product. The product is: [NH2:1][C:2]1[N:7]=[CH:6][N:5]=[C:4]2[N:8]([CH2:24][C:25]([CH3:34])([CH3:33])[CH2:26][NH:27][C:28](=[O:32])[C:29]([C:30]#[N:31])=[CH:38][CH:35]3[CH2:37][CH2:36]3)[N:9]=[C:10]([C:11]3[CH:16]=[CH:15][C:14]([O:17][C:18]4[CH:23]=[CH:22][CH:21]=[CH:20][CH:19]=4)=[CH:13][CH:12]=3)[C:3]=12.